This data is from Full USPTO retrosynthesis dataset with 1.9M reactions from patents (1976-2016). The task is: Predict the reactants needed to synthesize the given product. (1) The reactants are: [O:1]=[C:2]1[NH:7][C:6]2[CH:8]=[C:9]([C:11]3[CH:16]=[CH:15][CH:14]=[CH:13][CH:12]=3)[S:10][C:5]=2[C:4](=[O:17])[N:3]1[CH:18]1[CH2:23][CH2:22][N:21]([C:24]([O:26][C:27]([CH3:30])([CH3:29])[CH3:28])=[O:25])[CH2:20][CH2:19]1.Cl[CH2:32][C:33]1[S:34][CH:35]=[C:36]([CH3:38])[N:37]=1.C(=O)([O-])[O-].[K+].[K+]. Given the product [CH3:38][C:36]1[N:37]=[C:33]([CH2:32][N:7]2[C:6]3[CH:8]=[C:9]([C:11]4[CH:16]=[CH:15][CH:14]=[CH:13][CH:12]=4)[S:10][C:5]=3[C:4](=[O:17])[N:3]([CH:18]3[CH2:23][CH2:22][N:21]([C:24]([O:26][C:27]([CH3:30])([CH3:29])[CH3:28])=[O:25])[CH2:20][CH2:19]3)[C:2]2=[O:1])[S:34][CH:35]=1, predict the reactants needed to synthesize it. (2) Given the product [Br:1][C:2]1[CH:3]=[CH:4][C:5]([C:8]2([C:15]3[CH:20]=[CH:19][CH:18]=[C:17]([O:21][CH3:22])[CH:16]=3)[CH2:11][CH2:12][CH2:13][NH:10][CH2:9]2)=[N:6][CH:7]=1, predict the reactants needed to synthesize it. The reactants are: [Br:1][C:2]1[CH:3]=[CH:4][C:5]([C:8]([C:15]2[CH:20]=[CH:19][CH:18]=[C:17]([O:21][CH3:22])[CH:16]=2)([CH2:11][CH2:12][CH2:13]Cl)[C:9]#[N:10])=[N:6][CH:7]=1.CC(C[AlH]CC(C)C)C.[C@H](O)(C([O-])=O)[C@@H](O)C([O-])=O.[Na+].[K+]. (3) Given the product [C:19]([C:15]1[CH:14]=[C:13]([C:7]2[C:5]3[CH2:6][C:2]([CH3:1])([CH3:23])[O:3][C:4]=3[C:10]([O:11][CH3:12])=[CH:9][CH:8]=2)[CH:18]=[CH:17][CH:16]=1)([OH:21])=[O:20], predict the reactants needed to synthesize it. The reactants are: [CH3:1][C:2]1([CH3:23])[CH2:6][C:5]2[C:7]([C:13]3[CH:18]=[CH:17][CH:16]=[C:15]([C:19]([O:21]C)=[O:20])[CH:14]=3)=[CH:8][CH:9]=[C:10]([O:11][CH3:12])[C:4]=2[O:3]1.[OH-].[Na+].